Dataset: Blood-brain barrier permeability classification from the B3DB database. Task: Regression/Classification. Given a drug SMILES string, predict its absorption, distribution, metabolism, or excretion properties. Task type varies by dataset: regression for continuous measurements (e.g., permeability, clearance, half-life) or binary classification for categorical outcomes (e.g., BBB penetration, CYP inhibition). Dataset: b3db_classification. (1) The result is 1 (penetrates BBB). The molecule is Cc1nc2n(c(=O)c1CCN1CCC(c3noc4cc(F)ccc34)CC1)CCC[C@@H]2O. (2) The molecule is C[C@@H]1NC(=O)C2(CCCC2)NC1=O. The result is 1 (penetrates BBB). (3) The compound is CCCCCCCCCCCCCCOS(=O)(=O)O. The result is 0 (does not penetrate BBB). (4) The molecule is O=C1N(c2ccccc2)c2ccccc2C1(Cc1ccncc1)Cc1ccncc1. The result is 1 (penetrates BBB).